This data is from Peptide-MHC class I binding affinity with 185,985 pairs from IEDB/IMGT. The task is: Regression. Given a peptide amino acid sequence and an MHC pseudo amino acid sequence, predict their binding affinity value. This is MHC class I binding data. The peptide sequence is ERFAVNPGLLE. The MHC is HLA-A02:02 with pseudo-sequence HLA-A02:02. The binding affinity (normalized) is 0.497.